Dataset: NCI-60 drug combinations with 297,098 pairs across 59 cell lines. Task: Regression. Given two drug SMILES strings and cell line genomic features, predict the synergy score measuring deviation from expected non-interaction effect. Drug 1: COC1=C(C=C2C(=C1)N=CN=C2NC3=CC(=C(C=C3)F)Cl)OCCCN4CCOCC4. Drug 2: CN1C(=O)N2C=NC(=C2N=N1)C(=O)N. Cell line: IGROV1. Synergy scores: CSS=35.4, Synergy_ZIP=-2.59, Synergy_Bliss=-6.86, Synergy_Loewe=-27.5, Synergy_HSA=-7.63.